From a dataset of Forward reaction prediction with 1.9M reactions from USPTO patents (1976-2016). Predict the product of the given reaction. (1) Given the reactants Cl[C:2]1[N:7]=[C:6]([O:8][C:9]2[CH:37]=[CH:36][CH:35]=[CH:34][C:10]=2[CH2:11][NH:12][C:13]([NH:15][C:16]2[N:20]([C:21]3[CH:26]=[CH:25][C:24]([O:27][CH3:28])=[C:23]([CH3:29])[CH:22]=3)[N:19]=[C:18]([C:30]([CH3:33])([CH3:32])[CH3:31])[CH:17]=2)=[O:14])[CH:5]=[CH:4][N:3]=1.[NH:38]1[CH2:43][CH2:42][O:41][CH2:40][CH2:39]1, predict the reaction product. The product is: [O:41]1[CH2:42][CH2:43][N:38]([C:2]2[N:7]=[C:6]([O:8][C:9]3[CH:37]=[CH:36][CH:35]=[CH:34][C:10]=3[CH2:11][NH:12][C:13]([NH:15][C:16]3[N:20]([C:21]4[CH:26]=[CH:25][C:24]([O:27][CH3:28])=[C:23]([CH3:29])[CH:22]=4)[N:19]=[C:18]([C:30]([CH3:33])([CH3:31])[CH3:32])[CH:17]=3)=[O:14])[CH:5]=[CH:4][N:3]=2)[CH2:39][CH2:40]1. (2) Given the reactants C([O:3][C:4]([C:6]1[NH:7][C:8]2[C:13]([C:14]=1[C:15]1[CH:20]=[CH:19][C:18]([O:21][CH3:22])=[CH:17][CH:16]=1)=[CH:12][C:11]([NH:23][S:24]([C:27]1[CH:32]=[CH:31][C:30]([C:33]([CH3:36])([CH3:35])[CH3:34])=[CH:29][CH:28]=1)(=[O:26])=[O:25])=[CH:10][CH:9]=2)=[O:5])C.[OH-].[Na+], predict the reaction product. The product is: [C:33]([C:30]1[CH:31]=[CH:32][C:27]([S:24]([NH:23][C:11]2[CH:12]=[C:13]3[C:8](=[CH:9][CH:10]=2)[NH:7][C:6]([C:4]([OH:5])=[O:3])=[C:14]3[C:15]2[CH:16]=[CH:17][C:18]([O:21][CH3:22])=[CH:19][CH:20]=2)(=[O:26])=[O:25])=[CH:28][CH:29]=1)([CH3:36])([CH3:34])[CH3:35]. (3) Given the reactants [CH2:1]([O:4][NH:5][C:6](=[O:12])[O:7][C:8]([CH3:11])([CH3:10])[CH3:9])[CH:2]=[CH2:3].CC([O-])(C)C.[K+].[Si:19]([O:26][CH2:27][C@@H:28]1[CH:33]=[C:32]([CH2:34][O:35][CH3:36])[C@H:31](OS(C)(=O)=O)[CH2:30][N:29]1[C:42]([O:44][C:45]([CH3:48])([CH3:47])[CH3:46])=[O:43])([C:22]([CH3:25])([CH3:24])[CH3:23])([CH3:21])[CH3:20].ON, predict the reaction product. The product is: [CH2:1]([O:4][N:5]([C:6]([O:7][C:8]([CH3:11])([CH3:10])[CH3:9])=[O:12])[C@H:31]1[CH2:30][N:29]([C:42]([O:44][C:45]([CH3:46])([CH3:47])[CH3:48])=[O:43])[C@H:28]([CH2:27][O:26][Si:19]([C:22]([CH3:25])([CH3:24])[CH3:23])([CH3:21])[CH3:20])[CH:33]=[C:32]1[CH2:34][O:35][CH3:36])[CH:2]=[CH2:3]. (4) Given the reactants [NH2:1][C@@H:2]1[CH2:7][CH2:6][C@H:5]([NH:8][C:9](=[O:18])[C:10]2[CH:15]=[CH:14][C:13]([F:16])=[C:12]([F:17])[CH:11]=2)[CH2:4][CH2:3]1.Cl[C:20]1[N:25]=[C:24]([CH3:26])[N:23]=[C:22]([N:27]([CH3:29])[CH3:28])[CH:21]=1.C([O-])(O)=O.[Na+], predict the reaction product. The product is: [CH3:28][N:27]([CH3:29])[C:22]1[N:23]=[C:24]([CH3:26])[N:25]=[C:20]([NH:1][C@@H:2]2[CH2:3][CH2:4][C@H:5]([NH:8][C:9](=[O:18])[C:10]3[CH:15]=[CH:14][C:13]([F:16])=[C:12]([F:17])[CH:11]=3)[CH2:6][CH2:7]2)[CH:21]=1. (5) Given the reactants C(Cl)(=O)C(Cl)=O.CS(C)=O.[F:11][C:12]1[CH:17]=[CH:16][C:15]([CH:18]([OH:27])[CH:19]([C:21]2[CH:26]=[CH:25][N:24]=[CH:23][CH:22]=2)[OH:20])=[CH:14][CH:13]=1.C(N(CC)CC)C, predict the reaction product. The product is: [F:11][C:12]1[CH:17]=[CH:16][C:15]([C:18](=[O:27])[C:19]([C:21]2[CH:22]=[CH:23][N:24]=[CH:25][CH:26]=2)=[O:20])=[CH:14][CH:13]=1. (6) Given the reactants Br[C:2]1[CH:3]=[C:4]([CH:16]=[C:17]([C:19]2[CH:24]=[CH:23][C:22]([CH3:25])=[CH:21][N:20]=2)[CH:18]=1)[C:5]([NH:7][CH2:8][C:9]1[CH:10]=[N:11][C:12]([CH3:15])=[CH:13][CH:14]=1)=[O:6].C(=O)([O-])[O-].[Cs+].[Cs+].O.[CH3:33][N:34]([CH3:37])[CH:35]=O, predict the reaction product. The product is: [CH3:15][C:12]1[N:11]=[CH:10][C:9]([CH2:8][NH:7][C:5]([C:4]2[CH:3]=[C:2]([C:2]3[CH:3]=[CH:4][CH:16]=[CH:17][C:18]=3[CH2:35][N:34]([CH3:37])[CH3:33])[CH:18]=[C:17]([C:19]3[CH:24]=[CH:23][C:22]([CH3:25])=[CH:21][N:20]=3)[CH:16]=2)=[O:6])=[CH:14][CH:13]=1. (7) Given the reactants [C:1]1([OH:7])[CH:6]=[CH:5][CH:4]=[CH:3][CH:2]=1.C([O:10][CH:11]=[C:12]([CH3:14])[CH3:13])C.[C:15]1(C)C=CC=C[CH:16]=1, predict the reaction product. The product is: [CH2:15]([O:7][C:1]1[CH:6]=[CH:5][CH:4]=[CH:3][C:2]=1[O:10][CH2:11][CH:12]([CH3:14])[CH3:13])[CH3:16]. (8) Given the reactants FC(F)(F)C(O)=O.[NH2:8][C@H:9]([C:19]1[C:24]([C:25]2[CH:26]=[CH:27][C:28]([F:34])=[C:29]([CH:33]=2)[C:30]([NH2:32])=[O:31])=[CH:23][CH:22]=[CH:21][N:20]=1)[CH2:10][C:11]1[CH:16]=[C:15]([F:17])[CH:14]=[C:13]([F:18])[CH:12]=1.[O:35]=[C:36]1[C:44]2[CH2:43][CH2:42][CH2:41][CH2:40][C:39]=2[N:38]([CH2:45][C:46](O)=[O:47])[NH:37]1, predict the reaction product. The product is: [F:17][C:15]1[CH:16]=[C:11]([CH2:10][C@@H:9]([C:19]2[C:24]([C:25]3[CH:26]=[CH:27][C:28]([F:34])=[C:29]([CH:33]=3)[C:30]([NH2:32])=[O:31])=[CH:23][CH:22]=[CH:21][N:20]=2)[NH:8][C:46](=[O:47])[CH2:45][N:38]2[C:39]3[CH2:40][CH2:41][CH2:42][CH2:43][C:44]=3[C:36](=[O:35])[NH:37]2)[CH:12]=[C:13]([F:18])[CH:14]=1.